This data is from Catalyst prediction with 721,799 reactions and 888 catalyst types from USPTO. The task is: Predict which catalyst facilitates the given reaction. (1) Reactant: ClC(Cl)(Cl)C([NH:5][CH:6]([CH3:9])[CH:7]=[CH2:8])=O.[C:20](O[C:20]([O:22][C:23]([CH3:26])([CH3:25])[CH3:24])=[O:21])([O:22][C:23]([CH3:26])([CH3:25])[CH3:24])=[O:21]. Product: [CH3:9][CH:6]([NH:5][C:20](=[O:21])[O:22][C:23]([CH3:24])([CH3:25])[CH3:26])[CH:7]=[CH2:8]. The catalyst class is: 494. (2) Reactant: C(=O)([O-])[O-].[Na+].[Na+].Cl.F[C:9]1[CH:14]=[CH:13][C:12]([C:15]2[CH:16]=[CH:17][C:18]3[C:22]([C:23]4[CH:24]=[N:25][CH:26]=[CH:27][CH:28]=4)=[CH:21][S:20][C:19]=3[CH:29]=2)=[CH:11][CH:10]=1.[C:30](C1C=C(B(O)O)C=CC=1)(=[O:32])[CH3:31]. Product: [N:25]1[CH:26]=[CH:27][CH:28]=[C:23]([C:22]2[C:18]3[CH:17]=[CH:16][C:15]([C:12]4[CH:11]=[C:10]([C:30](=[O:32])[CH3:31])[CH:9]=[CH:14][CH:13]=4)=[CH:29][C:19]=3[S:20][CH:21]=2)[CH:24]=1. The catalyst class is: 165.